This data is from Full USPTO retrosynthesis dataset with 1.9M reactions from patents (1976-2016). The task is: Predict the reactants needed to synthesize the given product. (1) Given the product [NH2:1][C:4]1[N:9]=[CH:8][C:7]([O:10][C:11]2[CH:16]=[CH:15][N:14]=[C:13]([NH:17][C:18]([CH:20]3[CH2:21][CH2:22]3)=[O:19])[CH:12]=2)=[CH:6][CH:5]=1, predict the reactants needed to synthesize it. The reactants are: [N+:1]([C:4]1[N:9]=[CH:8][C:7]([O:10][C:11]2[CH:16]=[CH:15][N:14]=[C:13]([NH:17][C:18]([CH:20]3[CH2:22][CH2:21]3)=[O:19])[CH:12]=2)=[CH:6][CH:5]=1)([O-])=O.O.NN. (2) The reactants are: [CH:1]1[C:6]([NH2:7])=[CH:5][CH:4]=[C:3]([O:8][C:9]2[CH:10]=[CH:11][C:12]([NH2:15])=[CH:13][CH:14]=2)[CH:2]=1.[CH:16]1[C:21]([NH2:22])=[CH:20][CH:19]=[C:18]([NH2:23])[CH:17]=1. Given the product [CH:11]1[C:12]([NH2:15])=[CH:13][CH:14]=[C:9]([O:8][C:3]2[CH:2]=[CH:1][C:6]([NH2:7])=[CH:5][CH:4]=2)[CH:10]=1.[CH:20]1[C:21]([NH2:22])=[CH:16][CH:17]=[C:18]([NH2:23])[CH:19]=1, predict the reactants needed to synthesize it. (3) Given the product [F:22][C:19]1[CH:20]=[CH:21][C:16]([CH2:15][NH:14][C:12]([C:10]2[C:9]([OH:23])=[C:8]3[C:3]([CH:4]=[CH:5][CH:6]=[N:7]3)=[C:2]([NH:28][CH3:27])[N:11]=2)=[O:13])=[CH:17][CH:18]=1, predict the reactants needed to synthesize it. The reactants are: Br[C:2]1[N:11]=[C:10]([C:12]([NH:14][CH2:15][C:16]2[CH:21]=[CH:20][C:19]([F:22])=[CH:18][CH:17]=2)=[O:13])[C:9]([OH:23])=[C:8]2[C:3]=1[CH:4]=[CH:5][CH:6]=[N:7]2.CN.C[CH2:27][N:28](C(C)C)C(C)C. (4) Given the product [OH:7][CH:6]([CH:3]1[CH2:4][CH2:5][O:1][CH2:2]1)[C:8]1[N:13]=[C:12]([NH:14][C:15](=[O:20])[C:16]([CH3:17])([CH3:18])[CH3:19])[CH:11]=[CH:10][CH:9]=1, predict the reactants needed to synthesize it. The reactants are: [O:1]1[CH2:5][CH2:4][CH:3]([C:6]([C:8]2[N:13]=[C:12]([NH:14][C:15](=[O:20])[C:16]([CH3:19])([CH3:18])[CH3:17])[CH:11]=[CH:10][CH:9]=2)=[O:7])[CH2:2]1.[BH4-].[Na+].